This data is from Full USPTO retrosynthesis dataset with 1.9M reactions from patents (1976-2016). The task is: Predict the reactants needed to synthesize the given product. (1) Given the product [CH2:9]([NH:8][C:7]1[NH:6][C:5](=[O:22])[NH:4][C:3](=[O:23])[C:2]=1[NH2:1])[CH:10]([OH:11])[CH:12]([OH:13])[CH:14]([OH:15])[CH2:16][O:17][P:18]([OH:20])([OH:21])=[O:19], predict the reactants needed to synthesize it. The reactants are: [NH2:1][C:2]1[C:3](=[O:23])[NH:4][C:5](=[O:22])[NH:6][C:7]=1[NH:8][CH:9]1[O:15][C@H:14]([CH2:16][O:17][P:18]([OH:21])([OH:20])=[O:19])[C@@H:12]([OH:13])[C@H:10]1[OH:11].N1C=CC(=O)NC1=O. (2) Given the product [CH3:26][O:25][C:22]1[CH:23]=[CH:24][C:19]([C:3]2[CH:8]=[CH:7][CH:6]=[CH:5][CH:4]=2)=[CH:20][CH:21]=1, predict the reactants needed to synthesize it. The reactants are: [OH-].[OH-].[C:3]1([B+2])[CH:8]=[CH:7][CH:6]=[CH:5][CH:4]=1.P([O-])([O-])([O-])=O.[K+].[K+].[K+].Cl[C:19]1[CH:24]=[CH:23][C:22]([O:25][CH3:26])=[CH:21][CH:20]=1. (3) Given the product [CH2:15]([S:17][C:18]1[CH:23]=[CH:22][CH:21]=[CH:20][C:19]=1[C:2]1[N:3]=[C:4]2[CH:9]=[CH:8][C:7]([C:10]([F:13])([F:12])[F:11])=[CH:6][N:5]2[CH:14]=1)[CH3:16], predict the reactants needed to synthesize it. The reactants are: Br[C:2]1[N:3]=[C:4]2[CH:9]=[CH:8][C:7]([C:10]([F:13])([F:12])[F:11])=[CH:6][N:5]2[CH:14]=1.[CH2:15]([S:17][C:18]1[CH:23]=[CH:22][CH:21]=[CH:20][C:19]=1B1OC(C)(C)C(C)(C)O1)[CH3:16].C1(P(C2CCCCC2)C2CCCCC2)CCCCC1.P([O-])([O-])([O-])=O.[K+].[K+].[K+]. (4) Given the product [CH:12]1([NH:18][C:2]2[C:3]3[CH:11]=[CH:10][NH:9][C:4]=3[N:5]=[CH:6][C:7]=2[F:8])[CH2:17][CH2:16][CH2:15][CH2:14][CH2:13]1, predict the reactants needed to synthesize it. The reactants are: Cl[C:2]1[C:7]([F:8])=[CH:6][N:5]=[C:4]2[NH:9][CH:10]=[CH:11][C:3]=12.[CH:12]1([NH2:18])[CH2:17][CH2:16][CH2:15][CH2:14][CH2:13]1. (5) Given the product [CH3:29][C:17]1[CH:16]=[C:15]([NH:14][C:12]2[N:11]=[CH:10][N:9]=[C:8]3[NH:7][N:6]=[C:5]([O:4][CH2:3][CH2:2][N:30]4[CH2:34][CH2:33][CH2:32][C@H:31]4[CH2:35][OH:36])[C:13]=23)[CH:20]=[CH:19][C:18]=1[O:21][C:22]1[CH:23]=[N:24][C:25]([CH3:28])=[CH:26][CH:27]=1, predict the reactants needed to synthesize it. The reactants are: Cl[CH2:2][CH2:3][O:4][C:5]1[C:13]2[C:8](=[N:9][CH:10]=[N:11][C:12]=2[NH:14][C:15]2[CH:20]=[CH:19][C:18]([O:21][C:22]3[CH:23]=[N:24][C:25]([CH3:28])=[CH:26][CH:27]=3)=[C:17]([CH3:29])[CH:16]=2)[NH:7][N:6]=1.[NH:30]1[CH2:34][CH2:33][CH2:32][C@H:31]1[CH2:35][OH:36]. (6) Given the product [C:1]([C:3]1[CH:4]=[C:5]([CH:36]=[CH:37][CH:38]=1)[C:6]([NH:8][C:9]1[C:10]([C:32]([F:33])([F:35])[F:34])=[C:11]2[C:17]([CH:18]3[CH2:23][CH2:22][NH:21][CH2:20][CH2:19]3)=[CH:16][N:15]([CH3:31])[C:12]2=[N:13][CH:14]=1)=[O:7])#[N:2], predict the reactants needed to synthesize it. The reactants are: [C:1]([C:3]1[CH:4]=[C:5]([CH:36]=[CH:37][CH:38]=1)[C:6]([NH:8][C:9]1[C:10]([C:32]([F:35])([F:34])[F:33])=[C:11]2[C:17]([CH:18]3[CH2:23][CH2:22][N:21](C(OC(C)(C)C)=O)[CH2:20][CH2:19]3)=[CH:16][N:15]([CH3:31])[C:12]2=[N:13][CH:14]=1)=[O:7])#[N:2].Cl. (7) Given the product [F:1][C:2]1[CH:3]=[C:4]([CH:22]=[CH:23][C:24]=1[C:25]([F:27])([F:26])[F:28])[CH2:5][C@H:6]1[CH2:11][C@@H:10]([C:12]2[O:16][NH:15][C:14](=[O:17])[CH:13]=2)[CH2:9][CH2:8][N:7]1[C:18]([O:20][CH3:21])=[O:19].[F:1][C:2]1[CH:3]=[C:4]([CH:22]=[CH:23][C:24]=1[C:25]([F:27])([F:26])[F:28])[CH2:5][C@@H:6]1[CH2:11][C@H:10]([C:12]2[O:16][NH:15][C:14](=[O:17])[CH:13]=2)[CH2:9][CH2:8][N:7]1[C:18]([O:20][CH3:21])=[O:19], predict the reactants needed to synthesize it. The reactants are: [F:1][C:2]1[CH:3]=[C:4]([CH:22]=[CH:23][C:24]=1[C:25]([F:28])([F:27])[F:26])[CH2:5][C@H:6]1[CH2:11][C@@H:10]([C:12]2[O:16][NH:15][C:14](=[O:17])[CH:13]=2)[CH2:9][CH2:8][N:7]1[C:18]([O:20][CH3:21])=[O:19].CCCCCCC.CC(O)C. (8) Given the product [NH:1]1[C:9]2[C:4](=[CH:5][CH:6]=[CH:7][C:8]=2[CH2:10][NH2:11])[CH:3]=[CH:2]1, predict the reactants needed to synthesize it. The reactants are: [NH:1]1[C:9]2[C:4](=[CH:5][CH:6]=[CH:7][C:8]=2/[CH:10]=[N:11]\O)[CH:3]=[CH:2]1.